From a dataset of HIV replication inhibition screening data with 41,000+ compounds from the AIDS Antiviral Screen. Binary Classification. Given a drug SMILES string, predict its activity (active/inactive) in a high-throughput screening assay against a specified biological target. (1) The compound is CC(=O)n1c2c(c(=O)n1-c1ccccc1)S(=O)CCC2. The result is 0 (inactive). (2) The drug is NC(=O)c1cccc(N=O)c1. The result is 0 (inactive). (3) The compound is CC[n+]1c(C=Cc2ccc(N(CCCl)CCCl)cc2)ccc2cc(NC(=O)C=Cc3ccccc3)ccc21.[I-]. The result is 0 (inactive). (4) The compound is N#Cc1c2c(cn3c1nc1ccccc13)CCCCC2. The result is 0 (inactive). (5) The compound is COc1ccc(N2C(=O)C(=Cc3ccc(N(CCC#N)CCC#N)cc3C)N=C2C=Cc2ccccc2)cc1. The result is 0 (inactive).